This data is from Catalyst prediction with 721,799 reactions and 888 catalyst types from USPTO. The task is: Predict which catalyst facilitates the given reaction. (1) Reactant: [F:1][C:2]1[CH:3]=[CH:4][C:5]([SH:10])=[C:6]([CH2:8]O)[CH:7]=1.[BrH:11].[C:12]1([P:18]([C:25]2[CH:30]=[CH:29][CH:28]=[CH:27][CH:26]=2)[C:19]2[CH:24]=[CH:23][CH:22]=[CH:21][CH:20]=2)[CH:17]=[CH:16][CH:15]=[CH:14][CH:13]=1. Product: [Br-:11].[F:1][C:2]1[CH:3]=[CH:4][C:5]([SH:10])=[C:6]([CH:7]=1)[CH2:8][P+:18]([C:19]1[CH:20]=[CH:21][CH:22]=[CH:23][CH:24]=1)([C:25]1[CH:30]=[CH:29][CH:28]=[CH:27][CH:26]=1)[C:12]1[CH:13]=[CH:14][CH:15]=[CH:16][CH:17]=1. The catalyst class is: 10. (2) Reactant: [NH2:1][C:2]1[C:12]([NH2:13])=[CH:11][CH:10]=[CH:9][C:3]=1[C:4]([O:6][CH2:7][CH3:8])=[O:5].[C:14]([CH2:16][C:17](O)=O)#[N:15].Cl.C(N=C=NCCCN(C)C)C.ON1C2C=CC=CC=2N=N1.C(=O)(O)[O-].[Na+]. Product: [C:14]([CH2:16][C:17]1[NH:13][C:12]2[CH:11]=[CH:10][CH:9]=[C:3]([C:4]([O:6][CH2:7][CH3:8])=[O:5])[C:2]=2[N:1]=1)#[N:15]. The catalyst class is: 9. (3) Reactant: CC([O-])(C)C.[K+].[CH2:7]([N:14]1[C:22]2[C:17](=[CH:18][CH:19]=[CH:20][N:21]=2)[CH:16]=[CH:15]1)C1C=CC=CC=1.[SiH:23]([CH2:28][CH3:29])([CH2:26][CH3:27])[CH2:24][CH3:25].C1COCC1. Product: [CH3:7][N:14]1[C:22]2=[N:21][CH:20]=[CH:19][CH:18]=[C:17]2[CH:16]=[C:15]1[Si:23]([CH2:28][CH3:29])([CH2:26][CH3:27])[CH2:24][CH3:25]. The catalyst class is: 25. (4) Reactant: [C:1]([O-:8])(=[O:7])[CH2:2][CH2:3][C:4]([O-:6])=[O:5].CCN(C(C)C)C(C)C.CN([P+](ON1N=NC2C=CC=CC1=2)(N(C)C)N(C)C)C.F[P-](F)(F)(F)(F)F.FC(F)(F)C(O)=O.NCC[N:55]1[C:59](=[O:60])[CH:58]=[CH:57][C:56]1=[O:61]. Product: [C:1]([O-:8])(=[O:7])[CH2:2][CH2:3][C:4]([O-:6])=[O:5].[C:56]1(=[O:61])[NH:55][C:59](=[O:60])[CH:58]=[CH:57]1. The catalyst class is: 10.